Dataset: Reaction yield outcomes from USPTO patents with 853,638 reactions. Task: Predict the reaction yield, written as a fraction of the theoretical maximum amount of product (1.0 means a 100% yield; for example, 0.34 means a 34% yield). (1) The product is [CH3:9][O:8][C:6]([C:5]1[CH:4]=[CH:3][C:2]([O:1][C:13]2[CH:18]=[CH:17][CH:16]=[CH:15][C:14]=2[N+:19]([O-:21])=[O:20])=[CH:11][CH:10]=1)=[O:7].[CH3:22][O:23][C:24]([C:26]1[CH:39]=[CH:38][C:29]([O:30][C:31]2[CH:37]=[CH:36][CH:35]=[CH:34][C:32]=2[NH:33][C:2]([NH:40][C:41]2[S:42][CH:43]=[CH:44][N:45]=2)=[O:1])=[CH:28][CH:27]=1)=[O:25]. No catalyst specified. The reactants are [OH:1][C:2]1[CH:11]=[CH:10][C:5]([C:6]([O:8][CH3:9])=[O:7])=[CH:4][CH:3]=1.F[C:13]1[CH:18]=[CH:17][CH:16]=[CH:15][C:14]=1[N+:19]([O-:21])=[O:20].[CH3:22][O:23][C:24]([C:26]1[CH:39]=[CH:38][C:29]([O:30][C:31]2[CH:37]=[CH:36][CH:35]=[CH:34][C:32]=2[NH2:33])=[CH:28][CH:27]=1)=[O:25].[NH2:40][C:41]1[S:42][CH:43]=[CH:44][N:45]=1. The yield is 0.580. (2) The reactants are [CH:1]1([CH2:7][N:8]2[CH:12]=[CH:11][CH:10]=[N:9]2)[CH2:6][CH2:5][CH2:4][CH2:3][CH2:2]1.C([Li])CCC.CN(C)[CH:20]=[O:21]. The catalyst is O1CCCC1. The product is [CH:1]1([CH2:7][N:8]2[C:12]([CH:20]=[O:21])=[CH:11][CH:10]=[N:9]2)[CH2:2][CH2:3][CH2:4][CH2:5][CH2:6]1. The yield is 0.680. (3) The catalyst is ClCCCl. The reactants are [CH3:1][NH:2][C:3]1[N:4]([CH3:14])[N:5]=[C:6]([C:8]2[CH:9]=[N:10][CH:11]=[CH:12][CH:13]=2)[CH:7]=1.[C:15](Cl)(Cl)=[O:16].C1(C)C=CC=CC=1.[CH3:26][S:27][CH2:28][CH2:29][NH2:30]. The yield is 0.0600. The product is [CH3:1][N:2]([C:3]1[N:4]([CH3:14])[N:5]=[C:6]([C:8]2[CH:9]=[N:10][CH:11]=[CH:12][CH:13]=2)[CH:7]=1)[C:15]([NH:30][CH2:29][CH2:28][S:27][CH3:26])=[O:16]. (4) The yield is 0.486. The product is [CH:13]1([CH2:16][O:17][C:18]2[CH:23]=[CH:22][C:21]([S:24]([CH3:27])(=[O:26])=[O:25])=[CH:20][C:19]=2[C:2]2[N:7]3[CH:8]=[N:9][N:10]=[C:6]3[C:5](=[O:11])[N:4]([CH3:12])[CH:3]=2)[CH2:14][CH2:15]1. The reactants are Br[C:2]1[N:7]2[CH:8]=[N:9][N:10]=[C:6]2[C:5](=[O:11])[N:4]([CH3:12])[CH:3]=1.[CH:13]1([CH2:16][O:17][C:18]2[CH:23]=[CH:22][C:21]([S:24]([CH3:27])(=[O:26])=[O:25])=[CH:20][C:19]=2B2OC(C)(C)C(C)(C)O2)[CH2:15][CH2:14]1.[O-]P([O-])([O-])=O.[K+].[K+].[K+].N#N. The catalyst is O1CCOCC1.O.C1C=CC(P(C2C=CC=CC=2)[C-]2C=CC=C2)=CC=1.C1C=CC(P(C2C=CC=CC=2)[C-]2C=CC=C2)=CC=1.Cl[Pd]Cl.[Fe+2].